This data is from Forward reaction prediction with 1.9M reactions from USPTO patents (1976-2016). The task is: Predict the product of the given reaction. (1) The product is: [Cl:1][C:2]1[CH:7]=[CH:6][C:5]([CH2:8][C:9](=[O:21])[C:10]([OH:12])=[O:11])=[CH:4][CH:3]=1. Given the reactants [Cl:1][C:2]1[CH:7]=[CH:6][C:5]([CH:8]=[C:9](NC(=O)C)[C:10]([OH:12])=[O:11])=[CH:4][CH:3]=1.Cl.C1C[O:21]CC1, predict the reaction product. (2) The product is: [CH3:21][C:4]([CH3:22])([CH2:5][CH:6]1[CH2:7][CH2:8][N:9]([C:12]2[CH:17]=[CH:16][C:15]([N+:18]([O-:20])=[O:19])=[CH:14][N:13]=2)[CH2:10][CH2:11]1)[C:3]([OH:23])=[O:2]. Given the reactants C[O:2][C:3](=[O:23])[C:4]([CH3:22])([CH3:21])[CH2:5][CH:6]1[CH2:11][CH2:10][N:9]([C:12]2[CH:17]=[CH:16][C:15]([N+:18]([O-:20])=[O:19])=[CH:14][N:13]=2)[CH2:8][CH2:7]1.CO.[OH-].[Na+], predict the reaction product. (3) The product is: [F:1][C:2]1[CH:3]=[C:4]([C:19]2[C:20](=[O:33])[N:21]([CH3:32])[C:22]([NH:25][C:26]3[CH:31]=[CH:30][CH:29]=[CH:28][CH:27]=3)=[N:23][CH:24]=2)[CH:5]=[CH:6][C:7]=1[O:8][C:9]1[CH:14]=[CH:13][N:12]=[C:11]2[CH:15]=[C:16]([C:45]3[CH:44]=[CH:43][C:42]([C:40]([N:34]4[CH2:39][CH2:38][O:37][CH2:36][CH2:35]4)=[O:41])=[CH:47][CH:46]=3)[S:17][C:10]=12. Given the reactants [F:1][C:2]1[CH:3]=[C:4]([C:19]2[C:20](=[O:33])[N:21]([CH3:32])[C:22]([NH:25][C:26]3[CH:31]=[CH:30][CH:29]=[CH:28][CH:27]=3)=[N:23][CH:24]=2)[CH:5]=[CH:6][C:7]=1[O:8][C:9]1[CH:14]=[CH:13][N:12]=[C:11]2[CH:15]=[C:16](I)[S:17][C:10]=12.[N:34]1([C:40]([C:42]2[CH:47]=[CH:46][C:45](B(O)O)=[CH:44][CH:43]=2)=[O:41])[CH2:39][CH2:38][O:37][CH2:36][CH2:35]1.[Cl-].[Li+], predict the reaction product. (4) Given the reactants Cl[C:2]1[C:7]([C:8]2([F:12])[CH2:11][CH2:10][CH2:9]2)=[CH:6][N:5]=[C:4]([C:13]#[N:14])[CH:3]=1.[F:15][CH:16]([F:19])[CH2:17][OH:18].[H-].[Na+], predict the reaction product. The product is: [F:15][CH:16]([F:19])[CH2:17][O:18][C:2]1[C:7]([C:8]2([F:12])[CH2:11][CH2:10][CH2:9]2)=[CH:6][N:5]=[C:4]([C:13]#[N:14])[CH:3]=1.